From a dataset of Reaction yield outcomes from USPTO patents with 853,638 reactions. Predict the reaction yield, written as a fraction of the theoretical maximum amount of product (1.0 means a 100% yield; for example, 0.34 means a 34% yield). (1) The reactants are [F:1][C:2]1[CH:3]=[C:4]([NH2:28])[CH:5]=[CH:6][C:7]=1[O:8][C:9]1[CH:14]=[CH:13][N:12]=[C:11]2[CH:15]=[C:16]([C:18]#[C:19][CH2:20][N:21]3[CH2:26][CH2:25][N:24]([CH3:27])[CH2:23][CH2:22]3)[S:17][C:10]=12.[F:29][C:30]1[CH:35]=[CH:34][C:33]([N:36]2[CH:41]=[CH:40][CH:39]=[C:38]([C:42](O)=[O:43])[C:37]2=[O:45])=[CH:32][CH:31]=1.O=C1C(C(OC)=O)=CC=CO1.FC1C=CC(N)=CC=1. No catalyst specified. The product is [F:1][C:2]1[CH:3]=[C:4]([NH:28][C:42]([C:38]2[C:37](=[O:45])[N:36]([C:33]3[CH:32]=[CH:31][C:30]([F:29])=[CH:35][CH:34]=3)[CH:41]=[CH:40][CH:39]=2)=[O:43])[CH:5]=[CH:6][C:7]=1[O:8][C:9]1[CH:14]=[CH:13][N:12]=[C:11]2[CH:15]=[C:16]([C:18]#[C:19][CH2:20][N:21]3[CH2:22][CH2:23][N:24]([CH3:27])[CH2:25][CH2:26]3)[S:17][C:10]=12. The yield is 0.190. (2) The reactants are [NH2:1][C:2]1[CH:24]=[CH:23][C:5]([O:6][C:7]2[C:16]3[C:11](=[CH:12][C:13]([O:17][C:18]([CH3:22])([CH3:21])[CH2:19][OH:20])=[CH:14][CH:15]=3)[N:10]=[CH:9][CH:8]=2)=[C:4]([F:25])[CH:3]=1.[CH3:26][N:27]1[C:31]([CH3:32])=[C:30]([C:33](O)=[O:34])[C:29](=[O:36])[N:28]1[C:37]1[CH:42]=[CH:41][CH:40]=[CH:39][CH:38]=1.CCN=C=NCCCN(C)C.C1C=NC2N(O)N=NC=2C=1. The catalyst is C(Cl)Cl. The product is [F:25][C:4]1[CH:3]=[C:2]([NH:1][C:33]([C:30]2[C:29](=[O:36])[N:28]([C:37]3[CH:38]=[CH:39][CH:40]=[CH:41][CH:42]=3)[N:27]([CH3:26])[C:31]=2[CH3:32])=[O:34])[CH:24]=[CH:23][C:5]=1[O:6][C:7]1[C:16]2[C:11](=[CH:12][C:13]([O:17][C:18]([CH3:22])([CH3:21])[CH2:19][OH:20])=[CH:14][CH:15]=2)[N:10]=[CH:9][CH:8]=1. The yield is 0.762. (3) The reactants are [CH:1]([C:3]1[CH:8]=[CH:7][C:6](B(O)O)=[CH:5][CH:4]=1)=[O:2].[Cl:12][C:13]1[CH:18]=[C:17](I)[C:16]([F:20])=[CH:15][N:14]=1.C(=O)([O-])[O-].[K+].[K+].O1CCOCC1. The catalyst is C(OCC)(=O)C.C1C=CC(P(C2C=CC=CC=2)[C-]2C=CC=C2)=CC=1.C1C=CC(P(C2C=CC=CC=2)[C-]2C=CC=C2)=CC=1.Cl[Pd]Cl.[Fe+2].O. The product is [Cl:12][C:13]1[CH:18]=[C:17]([C:6]2[CH:7]=[CH:8][C:3]([CH:1]=[O:2])=[CH:4][CH:5]=2)[C:16]([F:20])=[CH:15][N:14]=1. The yield is 0.660. (4) The reactants are CC([O-])(C)C.[K+].[CH3:7][N:8]([CH3:40])[C:9]1[S:10][C@H:11]2[O:17][C@H:16]([CH:18]=O)[C@@H:15]([O:20][CH2:21][C:22]3[CH:27]=[CH:26][C:25]([O:28][CH3:29])=[CH:24][CH:23]=3)[C@H:14]([O:30][CH2:31][C:32]3[CH:37]=[CH:36][C:35]([O:38][CH3:39])=[CH:34][CH:33]=3)[C@H:12]2[N:13]=1.C1[CH2:45][O:44][CH2:43]C1. No catalyst specified. The product is [CH3:29][O:28][C:25]1[CH:26]=[CH:27][C:22]([CH2:21][O:20][C@@H:15]2[C@@H:16](/[CH:18]=[CH:43]/[O:44][CH3:45])[O:17][C@H:11]3[C@H:12]([N:13]=[C:9]([N:8]([CH3:40])[CH3:7])[S:10]3)[C@H:14]2[O:30][CH2:31][C:32]2[CH:33]=[CH:34][C:35]([O:38][CH3:39])=[CH:36][CH:37]=2)=[CH:23][CH:24]=1. The yield is 0.140. (5) The reactants are [H-].[Na+].[NH2:3][C:4]1[CH:5]=[N:6][C:7]([C:10]([CH3:13])([CH3:12])[CH3:11])=[N:8][CH:9]=1.[CH2:14]([O:21][C:22]1[C:31]2[C:26](=[CH:27][CH:28]=[C:29]([C:32]3[C:41]4[C:36](=[CH:37][CH:38]=[CH:39][CH:40]=4)[C:35](Cl)=[N:34][CH:33]=3)[CH:30]=2)[N:25]=[CH:24][N:23]=1)[C:15]1[CH:20]=[CH:19][CH:18]=[CH:17][CH:16]=1.C(Cl)Cl. The catalyst is C1COCC1. The product is [CH2:14]([O:21][C:22]1[C:31]2[C:26](=[CH:27][CH:28]=[C:29]([C:32]3[C:41]4[C:36](=[CH:37][CH:38]=[CH:39][CH:40]=4)[C:35]([NH:3][C:4]4[CH:9]=[N:8][C:7]([C:10]([CH3:13])([CH3:12])[CH3:11])=[N:6][CH:5]=4)=[N:34][CH:33]=3)[CH:30]=2)[N:25]=[CH:24][N:23]=1)[C:15]1[CH:20]=[CH:19][CH:18]=[CH:17][CH:16]=1. The yield is 0.460.